This data is from Reaction yield outcomes from USPTO patents with 853,638 reactions. The task is: Predict the reaction yield, written as a fraction of the theoretical maximum amount of product (1.0 means a 100% yield; for example, 0.34 means a 34% yield). (1) The reactants are [C:1]([O:5][C:6]([N:8]1[C@@H:12]([C:13]#[C:14][CH:15]([C:18]2[CH:23]=[CH:22][C:21]([Cl:24])=[CH:20][CH:19]=2)[O:16][CH3:17])[CH2:11][O:10][C:9]1([CH3:26])[CH3:25])=[O:7])([CH3:4])([CH3:3])[CH3:2]. The catalyst is C(OCC)(=O)C.O.[Pt](=O)=O. The product is [C:1]([O:5][C:6]([N:8]1[C@@H:12]([CH2:13][CH2:14][CH:15]([C:18]2[CH:19]=[CH:20][C:21]([Cl:24])=[CH:22][CH:23]=2)[O:16][CH3:17])[CH2:11][O:10][C:9]1([CH3:26])[CH3:25])=[O:7])([CH3:4])([CH3:2])[CH3:3]. The yield is 0.620. (2) The reactants are C(O)(C)C.C([O-])=O.[NH4+].Cl[C:10]1[N:11]=[C:12]([N:25]2[CH2:30][CH2:29][CH2:28][CH2:27][CH2:26]2)[C:13]2[N:19]=[C:18]([C:20]([O:22][CH3:23])=[O:21])[CH:17]=[C:16](Cl)[C:14]=2[N:15]=1. The catalyst is O.[Pd]. The product is [N:25]1([C:12]2[C:13]3[N:19]=[C:18]([C:20]([O:22][CH3:23])=[O:21])[CH:17]=[CH:16][C:14]=3[N:15]=[CH:10][N:11]=2)[CH2:30][CH2:29][CH2:28][CH2:27][CH2:26]1. The yield is 0.830. (3) The reactants are C[O:2][C:3](=[O:23])[C:4]1[CH:9]=[C:8]([C:10]([F:13])([F:12])[F:11])[CH:7]=[C:6]([S:14]([N:17]2[CH2:22][CH2:21][O:20][CH2:19][CH2:18]2)(=[O:16])=[O:15])[CH:5]=1.O.O.[OH-].[Li+].Cl. The catalyst is O1CCOCC1.C(OCC)(=O)C. The product is [N:17]1([S:14]([C:6]2[CH:5]=[C:4]([CH:9]=[C:8]([C:10]([F:13])([F:11])[F:12])[CH:7]=2)[C:3]([OH:23])=[O:2])(=[O:15])=[O:16])[CH2:22][CH2:21][O:20][CH2:19][CH2:18]1. The yield is 1.00. (4) The reactants are [CH2:1]([O:8][C:9]1[CH:10]=[C:11]([CH:24]=[CH:25][C:26]=1[O:27][CH2:28][C:29]1[CH:34]=[CH:33][CH:32]=[CH:31][CH:30]=1)[C:12]1[O:13][C:14]2[C:19]([C:20](=[O:23])[C:21]=1[OH:22])=[CH:18][CH:17]=[CH:16][CH:15]=2)[C:2]1[CH:7]=[CH:6][CH:5]=[CH:4][CH:3]=1.CC(C)([O-])C.[K+].Cl[CH2:42][C:43]([O:45][CH2:46][CH3:47])=[O:44].Cl. The catalyst is C1COCC1. The product is [CH2:1]([O:8][C:9]1[CH:10]=[C:11]([CH:24]=[CH:25][C:26]=1[O:27][CH2:28][C:29]1[CH:34]=[CH:33][CH:32]=[CH:31][CH:30]=1)[C:12]1[O:13][C:14]2[C:19]([C:20](=[O:23])[C:21]=1[O:22][CH2:42][C:43]([O:45][CH2:46][CH3:47])=[O:44])=[CH:18][CH:17]=[CH:16][CH:15]=2)[C:2]1[CH:3]=[CH:4][CH:5]=[CH:6][CH:7]=1. The yield is 0.570. (5) The reactants are [Cl:1][C:2]1[CH:10]=[C:9]([Cl:11])[C:5]([C:6]([OH:8])=[O:7])=[C:4]([N+:12]([O-:14])=[O:13])[C:3]=1[OH:15].[C:16]([O-])([O-])=O.[K+].[K+].IC.Cl. The catalyst is CN(C=O)C.O. The product is [Cl:1][C:2]1[CH:10]=[C:9]([Cl:11])[C:5]([C:6]([OH:8])=[O:7])=[C:4]([N+:12]([O-:14])=[O:13])[C:3]=1[O:15][CH3:16]. The yield is 0.880. (6) The reactants are [NH2:1][C:2]1[S:3][C:4]([S:7][CH3:8])=[N:5][N:6]=1.Br[CH2:10][C:11](=O)[C:12]([O:14][CH2:15][CH3:16])=[O:13]. The catalyst is C(O)C. The product is [CH3:8][S:7][C:4]1[S:3][C:2]2=[N:1][C:11]([C:12]([O:14][CH2:15][CH3:16])=[O:13])=[CH:10][N:6]2[N:5]=1. The yield is 0.260. (7) The reactants are [N+:1]([C:4]1[CH:9]=[CH:8][C:7]([C:10]2[O:14][CH:13]=[N:12][CH:11]=2)=[CH:6][CH:5]=1)([O-])=O. The catalyst is C(O)(=O)C.CO.[Fe]. The product is [O:14]1[C:10]([C:7]2[CH:6]=[CH:5][C:4]([NH2:1])=[CH:9][CH:8]=2)=[CH:11][N:12]=[CH:13]1. The yield is 0.830.